From a dataset of Reaction yield outcomes from USPTO patents with 853,638 reactions. Predict the reaction yield, written as a fraction of the theoretical maximum amount of product (1.0 means a 100% yield; for example, 0.34 means a 34% yield). The reactants are [Cl-].O[NH3+:3].[C:4](=[O:7])([O-])[OH:5].[Na+].CS(C)=O.[CH2:13]([CH:15]([O:20][C@H:21]1[CH2:26][CH2:25][C@H:24]([N:27]2[C:32](=[O:33])[C:31]([CH2:34][C:35]3[CH:40]=[CH:39][C:38]([C:41]4[C:42]([C:47]#[N:48])=[CH:43][CH:44]=[CH:45][CH:46]=4)=[CH:37][CH:36]=3)=[C:30]([CH2:49][CH2:50][CH3:51])[N:29]3[N:52]=[C:53]([CH3:55])[N:54]=[C:28]23)[CH2:23][CH2:22]1)[C:16]([OH:19])([CH3:18])[CH3:17])[CH3:14]. The catalyst is O. The product is [CH2:13]([CH:15]([O:20][C@H:21]1[CH2:26][CH2:25][C@H:24]([N:27]2[C:32](=[O:33])[C:31]([CH2:34][C:35]3[CH:36]=[CH:37][C:38]([C:41]4[CH:46]=[CH:45][CH:44]=[CH:43][C:42]=4[C:47]4[NH:3][C:4](=[O:7])[O:5][N:48]=4)=[CH:39][CH:40]=3)=[C:30]([CH2:49][CH2:50][CH3:51])[N:29]3[N:52]=[C:53]([CH3:55])[N:54]=[C:28]23)[CH2:23][CH2:22]1)[C:16]([OH:19])([CH3:17])[CH3:18])[CH3:14]. The yield is 0.600.